This data is from Acute oral toxicity (LD50) regression data from Zhu et al.. The task is: Regression/Classification. Given a drug SMILES string, predict its toxicity properties. Task type varies by dataset: regression for continuous values (e.g., LD50, hERG inhibition percentage) or binary classification for toxic/non-toxic outcomes (e.g., AMES mutagenicity, cardiotoxicity, hepatotoxicity). Dataset: ld50_zhu. (1) The molecule is CC(O)(c1ccc(Cl)cc1)c1ccc(Cl)cc1. The rat oral LD50 is 2.73, given as -log10 of the dose in mol/kg body weight (higher means more acutely toxic). (2) The molecule is Cc1ncc(COP(=O)(O)O)c(C=O)c1O. The rat oral LD50 is 1.62, given as -log10 of the dose in mol/kg body weight (higher means more acutely toxic). (3) The molecule is O=c1[nH]c2ccc(Br)cc2o1. The rat oral LD50 is 2.33, given as -log10 of the dose in mol/kg body weight (higher means more acutely toxic). (4) The drug is C=CS(C)(=O)=O. The rat oral LD50 is 2.27, given as -log10 of the dose in mol/kg body weight (higher means more acutely toxic).